From a dataset of Catalyst prediction with 721,799 reactions and 888 catalyst types from USPTO. Predict which catalyst facilitates the given reaction. (1) Reactant: Br[CH2:2][C:3]1[CH:4]=[C:5]([NH:10][CH2:11][C:12]2[CH:17]=[CH:16][C:15]([O:18][CH3:19])=[CH:14][CH:13]=2)[CH:6]=[C:7]([F:9])[CH:8]=1.[CH:20]([C:23]1[C:24](=[O:41])[NH:25][C:26](=[O:40])[NH:27][C:28]=1[C:29](=[O:39])[C:30]1[CH:35]=[C:34]([CH3:36])[CH:33]=[C:32]([C:37]#[N:38])[CH:31]=1)([CH3:22])[CH3:21].C(=O)([O-])[O-].[K+].[K+]. Product: [F:9][C:7]1[CH:8]=[C:3]([CH:4]=[C:5]([NH:10][CH2:11][C:12]2[CH:17]=[CH:16][C:15]([O:18][CH3:19])=[CH:14][CH:13]=2)[CH:6]=1)[CH2:2][N:27]1[C:28]([C:29]([C:30]2[CH:31]=[C:32]([CH:33]=[C:34]([CH3:36])[CH:35]=2)[C:37]#[N:38])=[O:39])=[C:23]([CH:20]([CH3:22])[CH3:21])[C:24](=[O:41])[NH:25][C:26]1=[O:40]. The catalyst class is: 3. (2) Reactant: [C:1]1([CH:8]=[CH:7][C:5]([OH:6])=[CH:4][CH:3]=1)[OH:2].ClCCl.[S:12](=O)(=[O:15])([OH:14])[OH:13].C(C(CCCC)C([O-])=O)C.[K+:27]. Product: [K+:27].[OH:2][C:1]1[CH:8]=[CH:7][C:5]([OH:6])=[CH:4][C:3]=1[S:12]([O-:15])(=[O:14])=[O:13]. The catalyst class is: 13. (3) Reactant: Br[Mg][C:3]1[CH:8]=[CH:7][C:6]([C:9]([F:12])([F:11])[F:10])=[CH:5][CH:4]=1.[F:13][C:14]1[CH:19]=[CH:18][C:17]([C:20]2[C:29]([CH:30]=[O:31])=[C:28]([CH:32]([CH3:34])[CH3:33])[CH:27]=[C:26]3[C:21]=2[C:22](=[O:37])[CH2:23][C:24]([CH3:36])([CH3:35])[O:25]3)=[CH:16][CH:15]=1.C(=O)(O)[O-].[Na+]. Product: [F:13][C:14]1[CH:19]=[CH:18][C:17]([C:20]2[C:29]([CH:30]([OH:31])[C:3]3[CH:8]=[CH:7][C:6]([C:9]([F:12])([F:11])[F:10])=[CH:5][CH:4]=3)=[C:28]([CH:32]([CH3:33])[CH3:34])[CH:27]=[C:26]3[C:21]=2[C:22](=[O:37])[CH2:23][C:24]([CH3:35])([CH3:36])[O:25]3)=[CH:16][CH:15]=1. The catalyst class is: 7.